Dataset: Full USPTO retrosynthesis dataset with 1.9M reactions from patents (1976-2016). Task: Predict the reactants needed to synthesize the given product. (1) Given the product [ClH:45].[NH2:37][CH2:36][C:12]1[CH:13]=[C:14]([C:15]2[C:16]3[CH:25]=[CH:24][N:23]([S:26]([C:29]4[CH:30]=[CH:31][C:32]([CH3:35])=[CH:33][CH:34]=4)(=[O:27])=[O:28])[C:17]=3[C:18](=[O:22])[N:19]([CH3:21])[CH:20]=2)[C:6]2[O:5][CH:4]([CH:1]([CH3:3])[CH3:2])[C:9](=[O:10])[NH:8][C:7]=2[CH:11]=1, predict the reactants needed to synthesize it. The reactants are: [CH:1]([CH:4]1[C:9](=[O:10])[NH:8][C:7]2[CH:11]=[C:12]([CH2:36][NH:37]C(=O)OC(C)(C)C)[CH:13]=[C:14]([C:15]3[C:16]4[CH:25]=[CH:24][N:23]([S:26]([C:29]5[CH:34]=[CH:33][C:32]([CH3:35])=[CH:31][CH:30]=5)(=[O:28])=[O:27])[C:17]=4[C:18](=[O:22])[N:19]([CH3:21])[CH:20]=3)[C:6]=2[O:5]1)([CH3:3])[CH3:2].[ClH:45]. (2) Given the product [Cl:13][C:14]1[CH:19]=[CH:18][CH:17]=[CH:16][C:15]=1[N:20]1[C:24]2=[N:25][CH:26]=[N:27][C:28]([O:29][C@@H:30]([CH2:34][CH2:33][NH:32][S:35]([CH3:38])(=[O:37])=[O:36])[C:31]([NH:12][C:9]3[CH:8]=[CH:7][C:6]([CH3:5])=[CH:11][N:10]=3)=[O:39])=[C:23]2[CH:22]=[N:21]1, predict the reactants needed to synthesize it. The reactants are: C[Al](C)C.[CH3:5][C:6]1[CH:7]=[CH:8][C:9]([NH2:12])=[N:10][CH:11]=1.[Cl:13][C:14]1[CH:19]=[CH:18][CH:17]=[CH:16][C:15]=1[N:20]1[C:24]2=[N:25][CH:26]=[N:27][C:28]([O:29][C@H:30]3[CH2:34][CH2:33][N:32]([S:35]([CH3:38])(=[O:37])=[O:36])[C:31]3=[O:39])=[C:23]2[CH:22]=[N:21]1. (3) Given the product [Cl:1][C:2]1[N:3]=[C:4]([N:19]2[CH2:24][CH2:23][O:22][CH2:21][CH2:20]2)[C:5]2[N:11]=[CH:10][C:9]([C:12]3[O:16][C:15]([CH:17]([OH:18])[CH3:25])=[CH:14][CH:13]=3)=[CH:8][C:6]=2[N:7]=1, predict the reactants needed to synthesize it. The reactants are: [Cl:1][C:2]1[N:3]=[C:4]([N:19]2[CH2:24][CH2:23][O:22][CH2:21][CH2:20]2)[C:5]2[N:11]=[CH:10][C:9]([C:12]3[O:16][C:15]([CH:17]=[O:18])=[CH:14][CH:13]=3)=[CH:8][C:6]=2[N:7]=1.[CH2:25]1COCC1.C[Mg]Br.C(OCC)C. (4) The reactants are: [C:1]([O:4][C@@H:5]1[C@@H:10]([O:11][C:12](=[O:14])[CH3:13])[C@H:9]([O:15][C:16](=[O:18])[CH3:17])[C@@H:8]([O:19]/[C:20](/[C:29]([O:31][CH2:32][CH3:33])=[O:30])=[CH:21]\[C:22]2[CH:27]=[CH:26][CH:25]=[CH:24][C:23]=2F)[O:7][C@H:6]1[CH2:34][O:35][C:36](=[O:38])[CH3:37])(=[O:3])[CH3:2].[Cl:39]C1C=CC=CC=1CC(=O)C(OCC)=O.[H-].[Na+].[Br-].C(O[C@@H]1[C@@H](OC(=O)C)[C@@H](OC(=O)C)[C@@H](COC(=O)C)O[C@@H]1O)(=O)C. Given the product [C:1]([O:4][C@H:5]1[C@@H:10]([O:11][C:12](=[O:14])[CH3:13])[C@H:9]([O:15][C:16](=[O:18])[CH3:17])[C@@H:8]([O:19]/[C:20](/[C:29]([O:31][CH2:32][CH3:33])=[O:30])=[CH:21]\[C:22]2[CH:27]=[CH:26][CH:25]=[CH:24][C:23]=2[Cl:39])[O:7][C@H:6]1[CH2:34][O:35][C:36](=[O:38])[CH3:37])(=[O:3])[CH3:2], predict the reactants needed to synthesize it. (5) Given the product [C:21]([O:24][C:25]([N:14]1[C:15]2[C:11](=[C:10]([O:18][CH3:19])[C:9]([O:8][CH2:1][C:2]3[CH:3]=[CH:4][CH:5]=[CH:6][CH:7]=3)=[CH:17][CH:16]=2)[CH:12]=[CH:13]1)=[O:26])([CH3:23])([CH3:22])[CH3:20], predict the reactants needed to synthesize it. The reactants are: [CH2:1]([O:8][C:9]1[C:10]([O:18][CH3:19])=[C:11]2[C:15](=[CH:16][CH:17]=1)[NH:14][CH:13]=[CH:12]2)[C:2]1[CH:7]=[CH:6][CH:5]=[CH:4][CH:3]=1.[CH3:20][C:21]([O:24][C:25](O[C:25]([O:24][C:21]([CH3:23])([CH3:22])[CH3:20])=[O:26])=[O:26])([CH3:23])[CH3:22]. (6) Given the product [CH2:19]([O:18][C:16](=[O:17])[NH:15][C@H:4]([CH2:3][OH:2])[CH2:5][C:6]1[CH:11]=[C:10]([Br:12])[CH:9]=[CH:8][C:7]=1[O:13][CH3:14])[C:20]1[CH:21]=[CH:22][CH:23]=[CH:24][CH:25]=1, predict the reactants needed to synthesize it. The reactants are: C[O:2][C:3](=O)[C@@H:4]([NH:15][C:16]([O:18][CH2:19][C:20]1[CH:25]=[CH:24][CH:23]=[CH:22][CH:21]=1)=[O:17])[CH2:5][C:6]1[CH:11]=[C:10]([Br:12])[CH:9]=[CH:8][C:7]=1[O:13][CH3:14].[Li+].[BH4-].CO. (7) Given the product [F:1][C:2]1[CH:3]=[C:4]2[C:8](=[CH:9][CH:10]=1)[NH:7][C:6](=[O:11])[CH:5]2[CH2:12][CH2:13][CH2:14][CH2:15][N:31]1[CH2:30][CH2:29][N:28]([C:25]2[CH:24]=[CH:23][C:22]([F:21])=[CH:27][CH:26]=2)[CH2:33][CH2:32]1, predict the reactants needed to synthesize it. The reactants are: [F:1][C:2]1[CH:3]=[C:4]2[C:8](=[CH:9][CH:10]=1)[NH:7][C:6](=[O:11])[CH:5]2[CH2:12][CH2:13][CH2:14][CH2:15]OS(C)(=O)=O.[F:21][C:22]1[CH:27]=[CH:26][C:25]([N:28]2[CH2:33][CH2:32][NH:31][CH2:30][CH2:29]2)=[CH:24][CH:23]=1. (8) Given the product [F:44][C:43]([F:45])([F:46])[CH2:42][NH:41][C:39]([NH:38][C:34]1[CH:35]=[C:36]([C:2]2[N:6]3[N:7]=[CH:8][C:9]([C:11]4[CH:16]=[CH:15][C:14]([CH:17]([CH3:23])[C:18]([O:20][CH2:21][CH3:22])=[O:19])=[CH:13][CH:12]=4)=[CH:10][C:5]3=[N:4][CH:3]=2)[CH:37]=[CH:32][CH:33]=1)=[O:40], predict the reactants needed to synthesize it. The reactants are: I[C:2]1[N:6]2[N:7]=[CH:8][C:9]([C:11]3[CH:16]=[CH:15][C:14]([CH:17]([CH3:23])[C:18]([O:20][CH2:21][CH3:22])=[O:19])=[CH:13][CH:12]=3)=[CH:10][C:5]2=[N:4][CH:3]=1.CC1(C)C(C)(C)OB([C:32]2[CH:33]=[C:34]([NH:38][C:39]([NH:41][CH2:42][C:43]([F:46])([F:45])[F:44])=[O:40])[CH:35]=[CH:36][CH:37]=2)O1.C(=O)([O-])[O-].[Na+].[Na+].